Predict which catalyst facilitates the given reaction. From a dataset of Catalyst prediction with 721,799 reactions and 888 catalyst types from USPTO. (1) The catalyst class is: 67. Reactant: COC1C=CC([C@H]([N:11]2[C:15](=[O:16])[CH2:14][C@@H:13]([C@H:17]([O:19][C:20]3[C:21]4[N:22]([N:41]=[CH:42][CH:43]=4)[CH:23]=[C:24]([C:26]4[N:31]=[CH:30][C:29]([N:32]5[CH2:37][CH2:36][N:35](C([O-])=O)[CH2:34][CH2:33]5)=[CH:28][CH:27]=4)[CH:25]=3)[CH3:18])[CH2:12]2)C)=CC=1. Product: [N:32]1([C:29]2[CH:28]=[CH:27][C:26]([C:24]3[CH:25]=[C:20]([O:19][C@@H:17]([C@H:13]4[CH2:12][NH:11][C:15](=[O:16])[CH2:14]4)[CH3:18])[C:21]4[N:22]([N:41]=[CH:42][CH:43]=4)[CH:23]=3)=[N:31][CH:30]=2)[CH2:37][CH2:36][NH:35][CH2:34][CH2:33]1. (2) Reactant: [CH3:1][S:2]([C:4]1[CH:5]=[C:6]([CH:11]=[CH:12][CH:13]=1)[C:7]([O:9][CH3:10])=[O:8])=[O:3].FC(F)(F)C([NH2:18])=O.[O-2].[Mg+2].C(O)(=O)C.C(O)(=O)C.IC1C=CC=CC=1.C([O-])([O-])=O.[K+].[K+]. Product: [CH3:1][S:2]([C:4]1[CH:5]=[C:6]([CH:11]=[CH:12][CH:13]=1)[C:7]([O:9][CH3:10])=[O:8])(=[NH:18])=[O:3]. The catalyst class is: 4. (3) Product: [O:19]=[C:13]1[CH:12]([N:5]2[C:4](=[O:20])[C:3]3[C:7](=[CH:8][CH:9]=[CH:10][C:2]=3[NH:1][C:28](=[O:29])[C:27]3[CH:26]=[CH:25][C:24]([N+:21]([O-:23])=[O:22])=[CH:32][CH:31]=3)[C:6]2=[O:11])[CH2:17][CH2:16][C:15](=[O:18])[NH:14]1. Reactant: [NH2:1][C:2]1[CH:10]=[CH:9][CH:8]=[C:7]2[C:3]=1[C:4](=[O:20])[N:5]([CH:12]1[CH2:17][CH2:16][C:15](=[O:18])[NH:14][C:13]1=[O:19])[C:6]2=[O:11].[N+:21]([C:24]1[CH:32]=[CH:31][C:27]([C:28](Cl)=[O:29])=[CH:26][CH:25]=1)([O-:23])=[O:22].CO. The catalyst class is: 1. (4) Reactant: Cl[C:2]1[CH:11]=[C:10]([C:12]#[N:13])[C:5]([C:6]([O:8][CH3:9])=[O:7])=[C:4]([NH:14][C:15]2[CH:16]=[C:17]([CH3:21])[CH:18]=[CH:19][CH:20]=2)[N:3]=1.Cl.[F:23][C:24]1([F:32])[CH2:29][CH2:28][CH2:27][C@@H:26]([NH2:30])[C@H:25]1[NH2:31].CCN(C(C)C)C(C)C. Product: [NH2:31][C@H:25]1[C:24]([F:32])([F:23])[CH2:29][CH2:28][CH2:27][C@H:26]1[NH:30][C:2]1[CH:11]=[C:10]([C:12]#[N:13])[C:5]([C:6]([O:8][CH3:9])=[O:7])=[C:4]([NH:14][C:15]2[CH:16]=[C:17]([CH3:21])[CH:18]=[CH:19][CH:20]=2)[N:3]=1. The catalyst class is: 31. (5) Reactant: [C:1](#[N:3])[CH3:2].[Li]CCCC.[CH3:9][C:10]1[C:14]([C:15]2[CH:27]=[N:26][C:25]3[C:24]4[CH:23]=[CH:22][C:21]([C:28](OC)=[O:29])=[CH:20][C:19]=4[N:18]([C@H:32]([C:39]4[CH:44]=[CH:43][CH:42]=[CH:41][CH:40]=4)[CH:33]4[CH2:38][CH2:37][O:36][CH2:35][CH2:34]4)[C:17]=3[CH:16]=2)=[C:13]([CH3:45])[O:12][N:11]=1. Product: [CH3:9][C:10]1[C:14]([C:15]2[CH:27]=[N:26][C:25]3[C:24]4[CH:23]=[CH:22][C:21]([C:28](=[O:29])[CH2:2][C:1]#[N:3])=[CH:20][C:19]=4[N:18]([C@H:32]([C:39]4[CH:40]=[CH:41][CH:42]=[CH:43][CH:44]=4)[CH:33]4[CH2:38][CH2:37][O:36][CH2:35][CH2:34]4)[C:17]=3[CH:16]=2)=[C:13]([CH3:45])[O:12][N:11]=1. The catalyst class is: 1. (6) Reactant: [NH2:1][C:2]1[CH:7]=[C:6]([F:8])[C:5]([C:9]([F:12])([F:11])[F:10])=[CH:4][C:3]=1/[CH:13]=[CH:14]/[C:15]([O:17]CC)=O. Product: [F:8][C:6]1[CH:7]=[C:2]2[C:3]([CH:13]=[CH:14][C:15](=[O:17])[NH:1]2)=[CH:4][C:5]=1[C:9]([F:12])([F:11])[F:10]. The catalyst class is: 89. (7) Product: [CH:1]1([N:4]([CH2:37][C:38]2[CH:43]=[C:42]([O:44][CH2:45][CH2:46][CH2:47][S:59]([CH3:63])(=[O:61])=[O:58])[CH:41]=[C:40]([CH2:50][CH2:51][CH2:52][O:53][CH3:54])[CH:39]=2)[C:5](=[O:36])[CH:6]([CH2:16][C:17]2[CH:22]=[CH:21][C:20]([O:23][CH2:24][CH2:25][O:26][C:27]3[C:32]([Cl:33])=[CH:31][C:30]([CH3:34])=[CH:29][C:28]=3[Cl:35])=[CH:19][CH:18]=2)[CH2:7][NH:8][C:9](=[O:15])[O:10][C:11]([CH3:14])([CH3:13])[CH3:12])[CH2:2][CH2:3]1. The catalyst class is: 6. Reactant: [CH:1]1([N:4]([CH2:37][C:38]2[CH:43]=[C:42]([O:44][CH2:45][CH2:46][CH2:47]SC)[CH:41]=[C:40]([CH2:50][CH2:51][CH2:52][O:53][CH3:54])[CH:39]=2)[C:5](=[O:36])[CH:6]([CH2:16][C:17]2[CH:22]=[CH:21][C:20]([O:23][CH2:24][CH2:25][O:26][C:27]3[C:32]([Cl:33])=[CH:31][C:30]([CH3:34])=[CH:29][C:28]=3[Cl:35])=[CH:19][CH:18]=2)[CH2:7][NH:8][C:9](=[O:15])[O:10][C:11]([CH3:14])([CH3:13])[CH3:12])[CH2:3][CH2:2]1.CO.O[O:58][S:59]([O-:61])=O.[K+].[C:63](=O)(O)[O-].[Na+]. (8) Reactant: C([NH:5][S:6]([C:9]1[S:10][C:11]([C:14]2[CH:19]=[C:18]([C:20]3[N:25]=[C:24]([C:26]4[CH:31]=[CH:30][C:29]([Cl:32])=[C:28]([CH3:33])[CH:27]=4)[CH:23]=[C:22]([C:34]([F:37])([F:36])[F:35])[N:21]=3)[CH:17]=[CH:16][N:15]=2)=[CH:12][CH:13]=1)(=[O:8])=[O:7])(C)(C)C.C(O)(C(F)(F)F)=O. Product: [Cl:32][C:29]1[CH:30]=[CH:31][C:26]([C:24]2[CH:23]=[C:22]([C:34]([F:36])([F:37])[F:35])[N:21]=[C:20]([C:18]3[CH:17]=[CH:16][N:15]=[C:14]([C:11]4[S:10][C:9]([S:6]([NH2:5])(=[O:7])=[O:8])=[CH:13][CH:12]=4)[CH:19]=3)[N:25]=2)=[CH:27][C:28]=1[CH3:33]. The catalyst class is: 4. (9) Reactant: [NH2:1][C@H:2]1[CH2:6][CH2:5][C@H:4]([C:7]([O:9][CH3:10])=[O:8])[CH2:3]1.Cl[C:12]1[N:20]=[CH:19][N:18]=[C:17]2[C:13]=1[N:14]=[C:15]([C:23]1[CH:24]=[N:25][C:26]([CH3:29])=[N:27][CH:28]=1)[N:16]2[CH2:21][CH3:22].CCN(C(C)C)C(C)C. Product: [CH3:10][O:9][C:7]([C@H:4]1[CH2:5][CH2:6][C@H:2]([NH:1][C:12]2[N:20]=[CH:19][N:18]=[C:17]3[C:13]=2[N:14]=[C:15]([C:23]2[CH:28]=[N:27][C:26]([CH3:29])=[N:25][CH:24]=2)[N:16]3[CH2:21][CH3:22])[CH2:3]1)=[O:8]. The catalyst class is: 3.